From a dataset of NCI-60 drug combinations with 297,098 pairs across 59 cell lines. Regression. Given two drug SMILES strings and cell line genomic features, predict the synergy score measuring deviation from expected non-interaction effect. (1) Drug 1: CCN(CC)CCNC(=O)C1=C(NC(=C1C)C=C2C3=C(C=CC(=C3)F)NC2=O)C. Drug 2: CC1C(C(CC(O1)OC2CC(CC3=C2C(=C4C(=C3O)C(=O)C5=C(C4=O)C(=CC=C5)OC)O)(C(=O)CO)O)N)O.Cl. Cell line: A498. Synergy scores: CSS=29.8, Synergy_ZIP=-1.41, Synergy_Bliss=0.0989, Synergy_Loewe=-17.8, Synergy_HSA=-1.36. (2) Drug 1: C1CC(=O)NC(=O)C1N2CC3=C(C2=O)C=CC=C3N. Drug 2: CC1C(C(CC(O1)OC2CC(CC3=C2C(=C4C(=C3O)C(=O)C5=C(C4=O)C(=CC=C5)OC)O)(C(=O)CO)O)N)O.Cl. Cell line: RPMI-8226. Synergy scores: CSS=30.8, Synergy_ZIP=-4.16, Synergy_Bliss=-8.15, Synergy_Loewe=-16.8, Synergy_HSA=-6.08. (3) Drug 1: C(CC(=O)O)C(=O)CN.Cl. Drug 2: C1CNP(=O)(OC1)N(CCCl)CCCl. Cell line: NCIH23. Synergy scores: CSS=7.04, Synergy_ZIP=-2.17, Synergy_Bliss=5.80, Synergy_Loewe=0.436, Synergy_HSA=4.78.